From a dataset of NCI-60 drug combinations with 297,098 pairs across 59 cell lines. Regression. Given two drug SMILES strings and cell line genomic features, predict the synergy score measuring deviation from expected non-interaction effect. (1) Drug 1: CC1OCC2C(O1)C(C(C(O2)OC3C4COC(=O)C4C(C5=CC6=C(C=C35)OCO6)C7=CC(=C(C(=C7)OC)O)OC)O)O. Drug 2: C1=CC(=CC=C1CCCC(=O)O)N(CCCl)CCCl. Cell line: K-562. Synergy scores: CSS=60.8, Synergy_ZIP=8.35, Synergy_Bliss=11.4, Synergy_Loewe=8.85, Synergy_HSA=16.3. (2) Drug 1: CN(C)C1=NC(=NC(=N1)N(C)C)N(C)C. Drug 2: CN(CC1=CN=C2C(=N1)C(=NC(=N2)N)N)C3=CC=C(C=C3)C(=O)NC(CCC(=O)O)C(=O)O. Cell line: 786-0. Synergy scores: CSS=20.7, Synergy_ZIP=1.53, Synergy_Bliss=0.889, Synergy_Loewe=-12.8, Synergy_HSA=-1.43.